Dataset: Full USPTO retrosynthesis dataset with 1.9M reactions from patents (1976-2016). Task: Predict the reactants needed to synthesize the given product. (1) Given the product [Br:26][C:27]1[CH:35]=[CH:34][C:30]([C:31]([N:12]2[CH2:11][CH2:10][C:9]([CH2:15][N:16]3[C:21](=[O:22])[C:20]4=[CH:23][CH:24]=[CH:25][N:19]4[N:18]=[CH:17]3)([OH:8])[CH2:14][CH2:13]2)=[O:32])=[C:29]([Cl:36])[CH:28]=1, predict the reactants needed to synthesize it. The reactants are: FC(F)(F)C(O)=O.[OH:8][C:9]1([CH2:15][N:16]2[C:21](=[O:22])[C:20]3=[CH:23][CH:24]=[CH:25][N:19]3[N:18]=[CH:17]2)[CH2:14][CH2:13][NH:12][CH2:11][CH2:10]1.[Br:26][C:27]1[CH:35]=[CH:34][C:30]([C:31](O)=[O:32])=[C:29]([Cl:36])[CH:28]=1.CCN(C(C)C)C(C)C.CN(C(ON1N=NC2C=CC=NC1=2)=[N+](C)C)C.F[P-](F)(F)(F)(F)F. (2) Given the product [Br:23][C:5]1[N:4]([CH2:3][CH2:2][NH:1][C:24]([O:26][C:27]([CH3:30])([CH3:29])[CH3:28])=[O:25])[C:12]2[C:7]([C:6]=1[CH:17]1[CH2:22][CH2:21][CH2:20][CH2:19][CH2:18]1)=[CH:8][CH:9]=[C:10]([C:13]([O:15][CH3:16])=[O:14])[CH:11]=2, predict the reactants needed to synthesize it. The reactants are: [NH2:1][CH2:2][CH2:3][N:4]1[C:12]2[C:7](=[CH:8][CH:9]=[C:10]([C:13]([O:15][CH3:16])=[O:14])[CH:11]=2)[C:6]([CH:17]2[CH2:22][CH2:21][CH2:20][CH2:19][CH2:18]2)=[C:5]1[Br:23].[C:24](O[C:24]([O:26][C:27]([CH3:30])([CH3:29])[CH3:28])=[O:25])([O:26][C:27]([CH3:30])([CH3:29])[CH3:28])=[O:25].O.